Dataset: Full USPTO retrosynthesis dataset with 1.9M reactions from patents (1976-2016). Task: Predict the reactants needed to synthesize the given product. (1) Given the product [C:13]([NH:12][C:9]1[N:8]([CH:17]2[CH2:20][CH2:19][CH2:18]2)[C:7](=[O:21])[C:6]2[C:11](=[C:2]([C:29]3[NH:28][C:27]4[C@@H:23]([CH3:22])[NH:24][C:25](=[O:40])[C:26]=4[CH:30]=3)[CH:3]=[CH:4][CH:5]=2)[N:10]=1)([CH3:16])([CH3:15])[CH3:14], predict the reactants needed to synthesize it. The reactants are: Br[C:2]1[CH:3]=[CH:4][CH:5]=[C:6]2[C:11]=1[N:10]=[C:9]([NH:12][C:13]([CH3:16])([CH3:15])[CH3:14])[N:8]([CH:17]1[CH2:20][CH2:19][CH2:18]1)[C:7]2=[O:21].[CH3:22][C@@H:23]1[C:27]2[NH:28][C:29](B3OC(C)(C)C(C)(C)O3)=[CH:30][C:26]=2[C:25](=[O:40])[NH:24]1.P([O-])([O-])([O-])=O.[K+].[K+].[K+].CO.C(Cl)Cl. (2) Given the product [F:26][C:24]([F:25])([F:27])[C:23]1[CH:22]=[CH:21][N:20]=[CH:19][C:18]=1[N:12]1[CH2:11][CH2:10][C:9]2[C:14](=[CH:15][C:16]3[NH:4][N:5]=[CH:6][C:7]=3[CH:8]=2)[C:13]1=[O:17], predict the reactants needed to synthesize it. The reactants are: C([N:4]1[C:16]2[CH:15]=[C:14]3[C:9]([CH2:10][CH2:11][N:12]([C:18]4[CH:19]=[N:20][CH:21]=[CH:22][C:23]=4[C:24]([F:27])([F:26])[F:25])[C:13]3=[O:17])=[CH:8][C:7]=2[CH:6]=[N:5]1)(=O)C.Cl. (3) Given the product [CH3:1][C:2]1[C:7]([C:8]([O:10][CH2:11][C:12]2[CH:17]=[CH:16][CH:15]=[CH:14][CH:13]=2)=[O:9])=[CH:6][N:5]=[C:4]([S:18]([CH3:19])=[O:28])[N:3]=1, predict the reactants needed to synthesize it. The reactants are: [CH3:1][C:2]1[C:7]([C:8]([O:10][CH2:11][C:12]2[CH:17]=[CH:16][CH:15]=[CH:14][CH:13]=2)=[O:9])=[CH:6][N:5]=[C:4]([S:18][CH3:19])[N:3]=1.ClC1C=CC=C(C(OO)=[O:28])C=1.O.